This data is from Full USPTO retrosynthesis dataset with 1.9M reactions from patents (1976-2016). The task is: Predict the reactants needed to synthesize the given product. (1) Given the product [Cl:9][C:10]([Cl:16])([Cl:15])[C:11]1[NH:8][C:1]2[CH:6]=[CH:5][CH:4]=[CH:3][C:2]=2[N:7]=1, predict the reactants needed to synthesize it. The reactants are: [C:1]1([NH2:8])[C:2]([NH2:7])=[CH:3][CH:4]=[CH:5][CH:6]=1.[Cl:9][C:10]([Cl:16])([Cl:15])[C:11](=N)OC.O. (2) Given the product [F:26][CH2:27][CH2:28][NH:29][C:55](=[O:56])[C@H:54]([N:31]([CH3:30])[C:32]([C:34]1[CH:35]=[C:36]2[C:44](=[CH:45][CH:46]=1)[N:43]([CH3:47])[C:42]1[CH2:41][CH2:40][CH:39]([CH:48]3[CH2:49][CH2:50][O:51][CH2:52][CH2:53]3)[CH2:38][C:37]2=1)=[O:33])[CH3:58], predict the reactants needed to synthesize it. The reactants are: CN(C(ON1N=NC2C=CC=NC1=2)=[N+](C)C)C.F[P-](F)(F)(F)(F)F.Cl.[F:26][CH2:27][CH2:28][NH2:29].[CH3:30][N:31]([C@H:54]([CH3:58])[C:55](O)=[O:56])[C:32]([C:34]1[CH:35]=[C:36]2[C:44](=[CH:45][CH:46]=1)[N:43]([CH3:47])[C:42]1[CH2:41][CH2:40][CH:39]([CH:48]3[CH2:53][CH2:52][O:51][CH2:50][CH2:49]3)[CH2:38][C:37]2=1)=[O:33].C(N(CC)C(C)C)(C)C.